This data is from Experimental lipophilicity measurements (octanol/water distribution) for 4,200 compounds from AstraZeneca. The task is: Regression/Classification. Given a drug SMILES string, predict its absorption, distribution, metabolism, or excretion properties. Task type varies by dataset: regression for continuous measurements (e.g., permeability, clearance, half-life) or binary classification for categorical outcomes (e.g., BBB penetration, CYP inhibition). For this dataset (lipophilicity_astrazeneca), we predict Y. (1) The molecule is Cc1ccc(N2CC(COc3ccc(-c4noc(C)n4)cc3)C2)nn1. The Y is 2.62 logD. (2) The drug is COc1ccc(C(=O)NCCN2CCN(Cc3ccc(Cl)c(Cl)c3)CC2)cc1Cl. The Y is 3.74 logD. (3) The compound is Cc1ccc(NC(=O)c2cccc(N3CCOCC3)c2)cc1-n1cnc2ccc(N3CCN(C)CC3)cc2c1=O. The Y is 2.69 logD. (4) The compound is CCC(=O)NCC[C@@H]1CCc2ccc3c(c21)CCO3. The Y is 2.57 logD.